This data is from Forward reaction prediction with 1.9M reactions from USPTO patents (1976-2016). The task is: Predict the product of the given reaction. (1) Given the reactants Cl[Si](C)(C)C.[N:6]1[CH:11]=[CH:10][CH:9]=[CH:8][CH:7]=1.Cl[S:13]([C:16]1[CH:25]=[CH:24][CH:23]=[CH:22][C:17]=1[C:18]([O:20][CH3:21])=[O:19])(=[O:15])=[O:14].Cl, predict the reaction product. The product is: [CH3:21][O:20][C:18]([C:17]1[CH:22]=[CH:23][CH:24]=[CH:25][C:16]=1[S:13]([NH:6][C:11]1[CH:24]=[CH:25][C:16]2[C:9](=[CH:8][CH:7]=[CH:22][CH:17]=2)[C:10]=1[C:18]([O:20][CH3:21])=[O:19])(=[O:15])=[O:14])=[O:19]. (2) Given the reactants [Cl:1][C:2]1[CH:7]=[CH:6][C:5]([C@@H:8]([C@@H:28]2[CH2:32][CH2:31][CH2:30][NH:29]2)[C:9]([N:11]2[CH2:16][CH2:15][N:14]([C:17]3[C:18]4[C@H:25]([CH3:26])[CH2:24][C@@H:23]([OH:27])[C:19]=4[N:20]=[CH:21][N:22]=3)[CH2:13][CH2:12]2)=[O:10])=[CH:4][CH:3]=1.C(N(C(C)C)CC)(C)C.FC(F)(F)S(OC[CH2:49][C:50]([F:53])([F:52])[F:51])(=O)=O, predict the reaction product. The product is: [Cl:1][C:2]1[CH:7]=[CH:6][C:5]([C@@H:8]([C@@H:28]2[CH2:32][CH2:31][CH2:30][N:29]2[CH2:49][C:50]([F:53])([F:52])[F:51])[C:9]([N:11]2[CH2:12][CH2:13][N:14]([C:17]3[C:18]4[C@H:25]([CH3:26])[CH2:24][C@@H:23]([OH:27])[C:19]=4[N:20]=[CH:21][N:22]=3)[CH2:15][CH2:16]2)=[O:10])=[CH:4][CH:3]=1. (3) Given the reactants [CH3:1][NH:2][C@H:3]1[CH2:8][CH2:7][C@H:6]([C:9]2[CH:18]=[CH:17][C:12]3[NH:13][C:14](=[O:16])[O:15][C:11]=3[CH:10]=2)[CH2:5][CH2:4]1.C([O-])(O)=O.[Na+].[CH:24]([C:27]1[CH:32]=[CH:31][C:30]([CH2:33][CH2:34][CH:35]=O)=[CH:29][CH:28]=1)([CH3:26])[CH3:25].[BH-](OC(C)=O)(OC(C)=O)OC(C)=O.[Na+].[OH-].[Na+], predict the reaction product. The product is: [CH:24]([C:27]1[CH:28]=[CH:29][C:30]([CH2:33][CH2:34][CH2:35][N:2]([CH3:1])[C@H:3]2[CH2:4][CH2:5][C@H:6]([C:9]3[CH:18]=[CH:17][C:12]4[NH:13][C:14](=[O:16])[O:15][C:11]=4[CH:10]=3)[CH2:7][CH2:8]2)=[CH:31][CH:32]=1)([CH3:25])[CH3:26]. (4) The product is: [C:33]([C:3]1[CH:4]=[CH:5][S:1][C:2]=1[C:6]1[S:7][CH:8]=[CH:9][C:10]=1[C:11]1[S:12][CH:13]=[CH:14][CH:15]=1)#[N:34]. Given the reactants [S:1]1[CH:5]=[CH:4][CH:3]=[C:2]1[C:6]1[S:7][CH:8]=[CH:9][C:10]=1[C:11]1[S:12][CH:13]=[CH:14][CH:15]=1.BrC1C=CSC=1C1SC=CC=1C1SC=CC=1.[Cu](C#N)[C:33]#[N:34], predict the reaction product. (5) Given the reactants [CH3:1][C:2]1[CH:7]=[CH:6][CH:5]=[CH:4][C:3]=1[OH:8].C([O-])([O-])=O.[K+].[K+].CN(C=O)C.Br[CH2:21][C:22]([O:24][CH2:25][CH3:26])=[O:23], predict the reaction product. The product is: [CH2:25]([O:24][C:22](=[O:23])[CH2:21][O:8][C:3]1[CH:4]=[CH:5][CH:6]=[CH:7][C:2]=1[CH3:1])[CH3:26]. (6) Given the reactants Br[C:2]1[C:10]2[C:5](=[N:6][C:7]([CH3:22])=[CH:8][C:9]=2[NH:11][S:12]([C:15]2[CH:20]=[CH:19][CH:18]=[C:17]([Cl:21])[CH:16]=2)(=[O:14])=[O:13])[S:4][C:3]=1[C:23]1[CH:24]=[N:25][N:26](C(OC(C)(C)C)=O)[CH:27]=1.[O:35]1[CH2:40][CH2:39][N:38]([C:41]2[CH:42]=[C:43](B(O)O)[CH:44]=[CH:45][CH:46]=2)[CH2:37][CH2:36]1.C(=O)([O-])[O-].[K+].[K+].O1CCOCC1, predict the reaction product. The product is: [Cl:21][C:17]1[CH:16]=[C:15]([S:12]([NH:11][C:9]2[CH:8]=[C:7]([CH3:22])[N:6]=[C:5]3[S:4][C:3]([C:23]4[CH:27]=[N:26][NH:25][CH:24]=4)=[C:2]([C:45]4[CH:44]=[CH:43][CH:42]=[C:41]([N:38]5[CH2:37][CH2:36][O:35][CH2:40][CH2:39]5)[CH:46]=4)[C:10]=23)(=[O:14])=[O:13])[CH:20]=[CH:19][CH:18]=1. (7) Given the reactants [Cl:1][C:2]1[CH:10]=[CH:9][C:5]([C:6]([NH2:8])=[O:7])=[C:4]([F:11])[CH:3]=1.[CH3:12][C:13]([CH:16]=O)([CH3:15])[CH3:14].[NH:18]1[C:22]2[CH:23]=[CH:24][CH:25]=[CH:26][C:21]=2[N:20]=[N:19]1.C1(C)C=CC(S(O)(=O)=O)=CC=1, predict the reaction product. The product is: [N:18]1([CH:16]([NH:8][C:6](=[O:7])[C:5]2[CH:9]=[CH:10][C:2]([Cl:1])=[CH:3][C:4]=2[F:11])[C:13]([CH3:14])([CH3:15])[CH3:12])[C:22]2[CH:23]=[CH:24][CH:25]=[CH:26][C:21]=2[N:20]=[N:19]1. (8) Given the reactants C([N:8]1[CH2:12][CH2:11][C:10]([C:17]2[CH:22]=[C:21]([CH3:23])[CH:20]=[C:19]([Cl:24])[CH:18]=2)([C:13]([F:16])([F:15])[F:14])[CH2:9]1)C1C=CC=CC=1.ClC(OC(Cl)C)=O, predict the reaction product. The product is: [Cl:24][C:19]1[CH:18]=[C:17]([C:10]2([C:13]([F:16])([F:14])[F:15])[CH2:11][CH2:12][NH:8][CH2:9]2)[CH:22]=[C:21]([CH3:23])[CH:20]=1.